Predict the reactants needed to synthesize the given product. From a dataset of Full USPTO retrosynthesis dataset with 1.9M reactions from patents (1976-2016). (1) Given the product [C:8]([O:12][C:13]([N:15]1[CH2:20][CH2:19][CH:18]([CH2:21][CH:22]([OH:23])[CH2:24][CH2:1][C:2]2[CH:7]=[CH:6][N:5]=[CH:4][CH:3]=2)[CH2:17][CH2:16]1)=[O:14])([CH3:11])([CH3:10])[CH3:9], predict the reactants needed to synthesize it. The reactants are: [CH3:1][C:2]1[CH:7]=[CH:6][N:5]=[CH:4][CH:3]=1.[C:8]([O:12][C:13]([N:15]1[CH2:20][CH2:19][CH:18]([CH2:21][CH:22]2[CH2:24][O:23]2)[CH2:17][CH2:16]1)=[O:14])([CH3:11])([CH3:10])[CH3:9]. (2) Given the product [C:46]([O:23][CH2:22][C:3]1[C:2]([B:27]2[O:28][C:29]([CH3:31])([CH3:30])[C:25]([CH3:24])([CH3:41])[O:26]2)=[CH:7][CH:6]=[CH:5][C:4]=1[N:8]1[CH2:20][CH2:19][N:11]2[C:12]3[CH2:13][CH2:14][CH2:15][CH2:16][C:17]=3[CH:18]=[C:10]2[C:9]1=[O:21])(=[O:47])[CH3:45], predict the reactants needed to synthesize it. The reactants are: Br[C:2]1[C:3]([CH2:22][OH:23])=[C:4]([N:8]2[CH2:20][CH2:19][N:11]3[C:12]4[CH2:13][CH2:14][CH2:15][CH2:16][C:17]=4[CH:18]=[C:10]3[C:9]2=[O:21])[CH:5]=[CH:6][CH:7]=1.[CH3:24][C:25]1([CH3:41])[C:29]([CH3:31])([CH3:30])[O:28][B:27]([B:27]2[O:28][C:29]([CH3:31])([CH3:30])[C:25]([CH3:41])([CH3:24])[O:26]2)[O:26]1.C(Cl)Cl.[CH3:45][C:46]([O-])=[O:47].[K+]. (3) Given the product [CH3:17][C:18]1([CH3:25])[CH2:23][N:22]([CH2:15][C:12]2[CH:11]=[CH:10][C:9]([C:8]#[C:7][C:1]3[CH:2]=[CH:3][CH:4]=[CH:5][CH:6]=3)=[CH:14][N:13]=2)[C:21](=[O:24])[CH2:20][CH2:19]1, predict the reactants needed to synthesize it. The reactants are: [C:1]1([C:7]#[C:8][C:9]2[CH:10]=[CH:11][C:12]([CH2:15]O)=[N:13][CH:14]=2)[CH:6]=[CH:5][CH:4]=[CH:3][CH:2]=1.[CH3:17][C:18]1([CH3:25])[CH2:23][NH:22][C:21](=[O:24])[CH2:20][CH2:19]1. (4) Given the product [F:34][C:33]([F:35])([CH:30]=[CH2:31])[CH:7]([C:6]1[S:5][C:4]([C:9]2[CH:10]=[N:11][C:12]([C:15]([F:18])([F:16])[F:17])=[CH:13][CH:14]=2)=[N:3][C:2]=1[CH3:1])[OH:8], predict the reactants needed to synthesize it. The reactants are: [CH3:1][C:2]1[N:3]=[C:4]([C:9]2[CH:10]=[N:11][C:12]([C:15]([F:18])([F:17])[F:16])=[CH:13][CH:14]=2)[S:5][C:6]=1[CH:7]=[O:8].CC1N=C(C2C=N[C:30]([C:33](F)([F:35])[F:34])=[CH:31]C=2)SC=1CO.BrC(F)(F)C=C.[In].